Dataset: Catalyst prediction with 721,799 reactions and 888 catalyst types from USPTO. Task: Predict which catalyst facilitates the given reaction. Reactant: [CH3:1][O:2][C:3]1[CH:23]=[CH:22][C:6]([CH2:7][O:8][C:9]2[CH:14]=[CH:13][CH:12]=[CH:11][C:10]=2[C:15](=O)[CH2:16][CH2:17][C:18](=O)[CH3:19])=[CH:5][CH:4]=1.[CH2:24]([O:26][C:27](=[O:35])[C:28]1[CH:33]=[C:32]([NH2:34])[CH:31]=[N:30][CH:29]=1)[CH3:25]. Product: [CH2:24]([O:26][C:27](=[O:35])[C:28]1[CH:33]=[C:32]([N:34]2[C:18]([CH3:19])=[CH:17][CH:16]=[C:15]2[C:10]2[CH:11]=[CH:12][CH:13]=[CH:14][C:9]=2[O:8][CH2:7][C:6]2[CH:22]=[CH:23][C:3]([O:2][CH3:1])=[CH:4][CH:5]=2)[CH:31]=[N:30][CH:29]=1)[CH3:25]. The catalyst class is: 260.